Dataset: Reaction yield outcomes from USPTO patents with 853,638 reactions. Task: Predict the reaction yield, written as a fraction of the theoretical maximum amount of product (1.0 means a 100% yield; for example, 0.34 means a 34% yield). (1) The reactants are [Cl-].O[NH3+:3].[C:4](=[O:7])([O-])[OH:5].[Na+].CS(C)=O.[CH2:13]([C:17]1[N:18]([CH2:35][C:36]2[CH:41]=[CH:40][C:39]([C:42]3[C:43]([C:48]#[N:49])=[CH:44][CH:45]=[CH:46][CH:47]=3)=[CH:38][CH:37]=2)[C:19](=[O:34])[C:20]([C:24]2[CH:29]=[CH:28][C:27]([O:30][CH:31]([CH3:33])[CH3:32])=[CH:26][CH:25]=2)=[C:21]([CH3:23])[N:22]=1)[CH2:14][CH2:15][CH3:16]. The catalyst is C(OCC)(=O)C. The product is [CH2:13]([C:17]1[N:18]([CH2:35][C:36]2[CH:37]=[CH:38][C:39]([C:42]3[CH:47]=[CH:46][CH:45]=[CH:44][C:43]=3[C:48]3[NH:3][C:4](=[O:7])[O:5][N:49]=3)=[CH:40][CH:41]=2)[C:19](=[O:34])[C:20]([C:24]2[CH:25]=[CH:26][C:27]([O:30][CH:31]([CH3:32])[CH3:33])=[CH:28][CH:29]=2)=[C:21]([CH3:23])[N:22]=1)[CH2:14][CH2:15][CH3:16]. The yield is 0.780. (2) The reactants are Cl.[NH:2]1[CH2:7][CH2:6][CH2:5][C@H:4]([N:8]2[C:12]3=[C:13]4[S:19][CH:18]=[CH:17][C:14]4=[N:15][CH:16]=[C:11]3[N:10]=[C:9]2[C@H:20]([OH:22])[CH3:21])[CH2:3]1.[N:23]12[CH2:26][CH2:25][CH2:24][N:23]=C1CC[CH2:26][CH2:25][CH2:24]2.C(#N)C=C. The catalyst is C(#N)C. The product is [OH:22][C@@H:20]([C:9]1[N:8]([C@H:4]2[CH2:5][CH2:6][CH2:7][N:2]([CH2:26][CH2:25][C:24]#[N:23])[CH2:3]2)[C:12]2=[C:13]3[S:19][CH:18]=[CH:17][C:14]3=[N:15][CH:16]=[C:11]2[N:10]=1)[CH3:21]. The yield is 0.340. (3) The reactants are [C:1]([C:3]1[CH:4]=[CH:5][C:6]2[N:10]=[C:9]([CH2:11][CH3:12])[N:8]([C:13]3[CH:18]=[CH:17][C:16]([CH2:19][CH2:20][NH:21][C:22]([NH:24][S:25]([C:28]4[CH:33]=[CH:32][C:31]([CH3:34])=[CH:30][CH:29]=4)(=[O:27])=[O:26])=[O:23])=[CH:15][CH:14]=3)[C:7]=2[CH:35]=1)#[N:2].[OH-:36].[K+]. The catalyst is CC(O)(C)C. The product is [CH2:11]([C:9]1[N:8]([C:13]2[CH:18]=[CH:17][C:16]([CH2:19][CH2:20][NH:21][C:22]([NH:24][S:25]([C:28]3[CH:33]=[CH:32][C:31]([CH3:34])=[CH:30][CH:29]=3)(=[O:27])=[O:26])=[O:23])=[CH:15][CH:14]=2)[C:7]2[CH:35]=[C:3]([C:1]([NH2:2])=[O:36])[CH:4]=[CH:5][C:6]=2[N:10]=1)[CH3:12]. The yield is 0.630. (4) The reactants are [NH2:1][C:2]1[S:3][CH:4]=[CH:5][N:6]=1.[C:7](N1C=CN=C1)(N1C=CN=C1)=[O:8].[CH:19]([NH:22][C:23]1[CH:28]=[CH:27][CH:26]=[CH:25][C:24]=1[O:29][C:30]1[CH:35]=[CH:34][CH:33]=[CH:32][CH:31]=1)([CH3:21])[CH3:20]. The catalyst is ClC(Cl)C. The product is [CH:19]([N:22]([C:23]1[CH:28]=[CH:27][CH:26]=[CH:25][C:24]=1[O:29][C:30]1[CH:35]=[CH:34][CH:33]=[CH:32][CH:31]=1)[C:7]([NH:1][C:2]1[S:3][CH:4]=[CH:5][N:6]=1)=[O:8])([CH3:21])[CH3:20]. The yield is 0.790. (5) The catalyst is C1(C)C=CC=CC=1. The yield is 0.460. The reactants are Br[C:2]1[CH:3]=[C:4]([C:8]2[C:22]([C:23]3[CH:28]=[CH:27][N:26]=[C:25]([NH:29][CH:30]4[CH2:34][CH2:33][CH2:32][CH2:31]4)[N:24]=3)=[C:11]3[CH:12]=[CH:13][CH:14]=[C:15]([NH:16][CH:17]4[CH2:21][CH2:20][CH2:19][CH2:18]4)[N:10]3[N:9]=2)[CH:5]=[CH:6][CH:7]=1.C([SnH](CCCC)CCCC)CCC.N(C(C)(C)C#N)=NC(C)(C)C#N. The product is [CH:17]1([NH:16][C:15]2[N:10]3[N:9]=[C:8]([C:4]4[CH:3]=[CH:2][CH:7]=[CH:6][CH:5]=4)[C:22]([C:23]4[CH:28]=[CH:27][N:26]=[C:25]([NH:29][CH:30]5[CH2:31][CH2:32][CH2:33][CH2:34]5)[N:24]=4)=[C:11]3[CH:12]=[CH:13][CH:14]=2)[CH2:18][CH2:19][CH2:20][CH2:21]1. (6) The reactants are [H-].[Na+].[CH3:3][O:4][C:5]1[CH:13]=[CH:12][CH:11]=[C:10]2[C:6]=1[CH:7]=[C:8]([C:14]([O:16][CH3:17])=[O:15])[NH:9]2.[CH3:18]I. The catalyst is CCCCCC.CN(C=O)C. The product is [CH3:3][O:4][C:5]1[CH:13]=[CH:12][CH:11]=[C:10]2[C:6]=1[CH:7]=[C:8]([C:14]([O:16][CH3:17])=[O:15])[N:9]2[CH3:18]. The yield is 0.960. (7) The reactants are [CH3:1][C:2]1[C:11]([O:12][CH3:13])=[CH:10][C:5]2[NH:6][C:7](=[O:9])[O:8][C:4]=2[CH:3]=1.[H-].[Na+].Br[CH2:17][C:18]([O:20]CC)=[O:19].[OH-].[Na+]. The catalyst is CN(C=O)C.C1COCC1.O. The product is [CH3:1][C:2]1[C:11]([O:12][CH3:13])=[CH:10][C:5]2[N:6]([CH2:17][C:18]([OH:20])=[O:19])[C:7](=[O:9])[O:8][C:4]=2[CH:3]=1. The yield is 0.930.